From a dataset of Peptide-MHC class II binding affinity with 134,281 pairs from IEDB. Regression. Given a peptide amino acid sequence and an MHC pseudo amino acid sequence, predict their binding affinity value. This is MHC class II binding data. (1) The peptide sequence is MGASYFAADRILPEL. The MHC is DRB1_0901 with pseudo-sequence DRB1_0901. The binding affinity (normalized) is 0.498. (2) The peptide sequence is PGVDYTITVYAVTYY. The MHC is DRB1_0701 with pseudo-sequence DRB1_0701. The binding affinity (normalized) is 0.371. (3) The peptide sequence is EKKYFAATQFEPLWA. The MHC is HLA-DPA10201-DPB11401 with pseudo-sequence HLA-DPA10201-DPB11401. The binding affinity (normalized) is 0.773. (4) The peptide sequence is DEPTLLYVLFEVFDV. The MHC is HLA-DPA10201-DPB10501 with pseudo-sequence HLA-DPA10201-DPB10501. The binding affinity (normalized) is 0.170. (5) The binding affinity (normalized) is 0.0425. The peptide sequence is VGAATGAATAATGGY. The MHC is DRB1_0401 with pseudo-sequence DRB1_0401.